This data is from Peptide-MHC class I binding affinity with 185,985 pairs from IEDB/IMGT. The task is: Regression. Given a peptide amino acid sequence and an MHC pseudo amino acid sequence, predict their binding affinity value. This is MHC class I binding data. (1) The peptide sequence is ETVWPFFYA. The MHC is HLA-B53:01 with pseudo-sequence HLA-B53:01. The binding affinity (normalized) is 0.213. (2) The peptide sequence is RPQVPLRPMTY. The MHC is HLA-A03:01 with pseudo-sequence HLA-A03:01. The binding affinity (normalized) is 0.0402. (3) The peptide sequence is RGYVFQGL. The MHC is HLA-B53:01 with pseudo-sequence HLA-B53:01. The binding affinity (normalized) is 0. (4) The peptide sequence is NACDKHNKT. The MHC is HLA-A02:02 with pseudo-sequence HLA-A02:02. The binding affinity (normalized) is 0.0948. (5) The peptide sequence is FVSPSLVSA. The MHC is HLA-A02:06 with pseudo-sequence HLA-A02:06. The binding affinity (normalized) is 1.00.